Dataset: Retrosynthesis with 50K atom-mapped reactions and 10 reaction types from USPTO. Task: Predict the reactants needed to synthesize the given product. (1) Given the product CCOC(=O)C(C)Oc1ncn(-c2ccc(Cl)c(Cl)c2)n1, predict the reactants needed to synthesize it. The reactants are: CCOC(=O)C(C)Br.Oc1ncn(-c2ccc(Cl)c(Cl)c2)n1. (2) Given the product CN1CCN(c2cc(N3CCc4ccc(-c5cnn(C6CCN(C(=O)OC(C)(C)C)CC6)c5)cc4C3)nc(N)n2)CC1, predict the reactants needed to synthesize it. The reactants are: CC(C)(C)OC(=O)N1CCC(n2cc(B3OC(C)(C)C(C)(C)O3)cn2)CC1.CN1CCN(c2cc(N3CCc4ccc(Br)cc4C3)nc(N)n2)CC1. (3) Given the product COC(C)(C)C#Cc1cc(N(CC(=O)N2CCOCC2)C(=O)[C@H]2CC[C@H](C)CC2)c(C(=O)O)s1, predict the reactants needed to synthesize it. The reactants are: COC(=O)c1sc(C#CC(C)(C)OC)cc1N(CC(=O)N1CCOCC1)C(=O)[C@H]1CC[C@H](C)CC1.